Dataset: NCI-60 drug combinations with 297,098 pairs across 59 cell lines. Task: Regression. Given two drug SMILES strings and cell line genomic features, predict the synergy score measuring deviation from expected non-interaction effect. (1) Drug 1: C1=CN(C=N1)CC(O)(P(=O)(O)O)P(=O)(O)O. Drug 2: CN1C2=C(C=C(C=C2)N(CCCl)CCCl)N=C1CCCC(=O)O.Cl. Cell line: HCT-15. Synergy scores: CSS=-4.26, Synergy_ZIP=5.08, Synergy_Bliss=10.1, Synergy_Loewe=1.15, Synergy_HSA=-1.63. (2) Drug 1: C1=NNC2=C1C(=O)NC=N2. Drug 2: CC(C)NC(=O)C1=CC=C(C=C1)CNNC.Cl. Cell line: UACC-257. Synergy scores: CSS=1.33, Synergy_ZIP=-0.350, Synergy_Bliss=0.100, Synergy_Loewe=-2.74, Synergy_HSA=-2.05.